Dataset: Catalyst prediction with 721,799 reactions and 888 catalyst types from USPTO. Task: Predict which catalyst facilitates the given reaction. (1) Reactant: CN(CC)C.[CH2:6]([N:13]1[CH2:35][CH2:34][N:16]2[C:17]3[CH:33]=[CH:32][CH:31]=[CH:30][C:18]=3[N:19]([C:22]([C:24]3[CH:29]=[CH:28][N:27]=[CH:26][CH:25]=3)=O)[CH2:20][CH2:21][CH:15]2[CH2:14]1)[C:7]1[CH:12]=[CH:11][CH:10]=[CH:9][CH:8]=1. Product: [CH2:6]([N:13]1[CH2:35][CH2:34][N:16]2[C:17]3[CH:33]=[CH:32][CH:31]=[CH:30][C:18]=3[N:19]([CH2:22][C:24]3[CH:25]=[CH:26][N:27]=[CH:28][CH:29]=3)[CH2:20][CH2:21][CH:15]2[CH2:14]1)[C:7]1[CH:12]=[CH:11][CH:10]=[CH:9][CH:8]=1. The catalyst class is: 7. (2) Reactant: [Cl:1][C:2]1[CH:7]=[CH:6][C:5]([S:8]([N:11]2[CH:16]3[CH2:17][CH2:18][CH2:19][CH:12]2[CH2:13][C:14](=[O:20])[CH2:15]3)(=[O:10])=[O:9])=[CH:4][CH:3]=1.[Li+].[CH3:22][Si]([N-][Si](C)(C)C)(C)C.CI. Product: [Cl:1][C:2]1[CH:3]=[CH:4][C:5]([S:8]([N:11]2[CH:16]3[CH2:17][CH2:18][CH2:19][CH:12]2[CH:13]([CH3:22])[C:14](=[O:20])[CH2:15]3)(=[O:9])=[O:10])=[CH:6][CH:7]=1. The catalyst class is: 1. (3) Reactant: [CH2:1]([C@H:3]1[CH2:7][O:6][C:5](=[O:8])[N:4]1[C:9]1[CH:14]=[CH:13][N:12]2[N:15]=[CH:16][C:17]([C:18]3[CH:23]=[CH:22][C:21]([C:24]4[N:28]=[CH:27][N:26](COCC[Si](C)(C)C)[N:25]=4)=[CH:20][CH:19]=3)=[C:11]2[N:10]=1)[CH3:2].FC(F)(F)C(O)=O. Product: [NH:26]1[CH:27]=[N:28][C:24]([C:21]2[CH:20]=[CH:19][C:18]([C:17]3[CH:16]=[N:15][N:12]4[CH:13]=[CH:14][C:9]([N:4]5[C@@H:3]([CH2:1][CH3:2])[CH2:7][O:6][C:5]5=[O:8])=[N:10][C:11]=34)=[CH:23][CH:22]=2)=[N:25]1. The catalyst class is: 2.